The task is: Predict the reactants needed to synthesize the given product.. This data is from Full USPTO retrosynthesis dataset with 1.9M reactions from patents (1976-2016). (1) Given the product [Cl:1][C:2]1[CH:7]=[CH:6][C:5]([C:8]2[N:9]([CH3:10])[C:33]([C:32]#[N:40])=[C:11]([C:13]3[CH:14]=[CH:15][CH:16]=[CH:17][CH:18]=3)[N:12]=2)=[CH:4][CH:3]=1, predict the reactants needed to synthesize it. The reactants are: [Cl:1][C:2]1[CH:7]=[CH:6][C:5]([C:8]2[NH:9][C:10](CC(N)=O)=[C:11]([C:13]3[CH:18]=[CH:17][CH:16]=[CH:15][CH:14]=3)[N:12]=2)=[CH:4][CH:3]=1.P(Cl)(Cl)(Cl)=O.C(O[CH2:32][CH3:33])(=O)C.C(=O)([O-])O.[Na+].C[N:40](C)C=O. (2) Given the product [CH2:35]([N:22]([CH2:19][CH2:20][CH3:21])[C:23]1[S:24][CH:25]=[C:26]([C:28]2[CH:29]=[CH:30][C:31]([NH:32][C:2]3[C:7]([N+:8]([O-:10])=[O:9])=[CH:6][CH:5]=[C:4]([Cl:11])[N:3]=3)=[CH:33][CH:34]=2)[N:27]=1)[CH2:36][CH3:37], predict the reactants needed to synthesize it. The reactants are: Cl[C:2]1[C:7]([N+:8]([O-:10])=[O:9])=[CH:6][CH:5]=[C:4]([Cl:11])[N:3]=1.C(N(CC)CC)C.[CH2:19]([N:22]([CH2:35][CH2:36][CH3:37])[C:23]1[S:24][CH:25]=[C:26]([C:28]2[CH:34]=[CH:33][C:31]([NH2:32])=[CH:30][CH:29]=2)[N:27]=1)[CH2:20][CH3:21]. (3) Given the product [CH3:24][O:25][C:4]1[N:5]=[C:6]([NH2:13])[C:7]2[N:8]=[CH:9][N:10]([C@@H:15]3[O:21][C@H:20]([CH2:22][OH:23])[C@@H:18]([OH:19])[C@H:16]3[OH:17])[C:11]=2[N:12]=1, predict the reactants needed to synthesize it. The reactants are: C(S[C:4]1[N:12]=[C:11]2[C:7]([NH:8][CH:9]=[N:10]2)=[C:6]([NH2:13])[N:5]=1)C.O=[CH:15][C@@H:16]([C@@H:18]([C@@H:20]([CH2:22][OH:23])[OH:21])[OH:19])[OH:17].[CH3:24][O-:25].[Na+]. (4) Given the product [CH3:1][S:2]([N:5]1[CH2:10][CH2:9][NH:8][CH2:7][CH2:6]1)(=[O:4])=[O:3], predict the reactants needed to synthesize it. The reactants are: [CH3:1][S:2]([N:5]1[CH2:10][CH2:9][N:8](C(OC(C)(C)C)=O)[CH2:7][CH2:6]1)(=[O:4])=[O:3].FC(F)(F)C(O)=O. (5) Given the product [CH2:18]([O:17][C:14]1[CH:15]=[CH:16][C:11](/[CH:10]=[C:7]2/[C:8](=[O:9])[N:4]([CH2:3][CH2:2][NH:1][C:29](=[O:30])[C:28]([F:39])([F:38])[F:27])[C:5](=[O:20])[S:6]/2)=[CH:12][CH:13]=1)[CH3:19], predict the reactants needed to synthesize it. The reactants are: [NH2:1][CH2:2][CH2:3][N:4]1[C:8](=[O:9])/[C:7](=[CH:10]/[C:11]2[CH:16]=[CH:15][C:14]([O:17][CH2:18][CH3:19])=[CH:13][CH:12]=2)/[S:6][C:5]1=[O:20].C(=O)([O-])[O-].[K+].[K+].[F:27][C:28]([F:39])([F:38])[C:29](O[C:29](=[O:30])[C:28]([F:39])([F:38])[F:27])=[O:30]. (6) Given the product [NH2:6][C:4](=[O:5])[C@@H:3]([NH:8][C:9]([N:11]1[C:19]2[CH2:18][CH2:17][N:16]([CH3:20])[CH2:15][C:14]=2[C:13]([C:21]2[CH:22]=[CH:23][C:24]([F:28])=[C:25]([F:27])[CH:26]=2)=[N:12]1)=[O:10])[C@@H:2]([CH3:31])[CH2:30][CH3:33], predict the reactants needed to synthesize it. The reactants are: C[C:2]([CH3:31])([CH3:30])[C@H:3]([NH:8][C:9]([N:11]1[C:19]2[CH2:18][CH2:17][N:16]([CH3:20])[CH2:15][C:14]=2[C:13]([C:21]2[CH:26]=[C:25]([F:27])[C:24]([F:28])=[CH:23][C:22]=2F)=[N:12]1)=[O:10])[C:4]([NH:6]C)=[O:5].F[C:33]1C=C(C2C3CN(C(OC(C)(C)C)=O)CCC=3NN=2)C=CC=1F.N[C@H](C(N)=O)[C@H](CC)C. (7) Given the product [C:1]([C:5]1[N:6]=[C:7]([N:16]2[CH2:20][CH2:19][C:18]([F:21])([F:22])[CH2:17]2)[C:8]2[C:9](=[N:11][N:12]([CH2:14][C:15]3[CH:50]=[CH:49][C:48]([Cl:51])=[CH:47][C:46]=3[Cl:52])[N:13]=2)[N:10]=1)([CH3:2])([CH3:3])[CH3:4], predict the reactants needed to synthesize it. The reactants are: [C:1]([C:5]1[N:6]=[C:7]([N:16]2[CH2:20][CH2:19][C:18]([F:22])([F:21])[CH2:17]2)[C:8]2[C:9](=[N:11][N:12]([CH2:14][CH3:15])[N:13]=2)[N:10]=1)([CH3:4])([CH3:3])[CH3:2].C(C1N=C(N2CCC(F)(F)C2)C2N=NNC=2N=1)(C)(C)C.BrCC1[CH:50]=[CH:49][C:48]([Cl:51])=[CH:47][C:46]=1[Cl:52].